From a dataset of Peptide-MHC class I binding affinity with 185,985 pairs from IEDB/IMGT. Regression. Given a peptide amino acid sequence and an MHC pseudo amino acid sequence, predict their binding affinity value. This is MHC class I binding data. (1) The MHC is HLA-A02:11 with pseudo-sequence HLA-A02:11. The binding affinity (normalized) is 0.0847. The peptide sequence is FPNLQVDPT. (2) The peptide sequence is APAKKAAAK. The MHC is HLA-B15:17 with pseudo-sequence HLA-B15:17. The binding affinity (normalized) is 0.0847. (3) The peptide sequence is VPMVTQMAM. The MHC is HLA-B07:02 with pseudo-sequence HLA-B07:02. The binding affinity (normalized) is 1.00. (4) The peptide sequence is RVQFIPGQR. The MHC is HLA-B15:17 with pseudo-sequence HLA-B15:17. The binding affinity (normalized) is 0.0847. (5) The peptide sequence is KLEYLAPSY. The MHC is HLA-B48:01 with pseudo-sequence HLA-B48:01. The binding affinity (normalized) is 0.0847. (6) The peptide sequence is QSYVDRFYK. The MHC is HLA-A68:01 with pseudo-sequence HLA-A68:01. The binding affinity (normalized) is 0.805. (7) The peptide sequence is KVFSFWLLCK. The MHC is HLA-A02:06 with pseudo-sequence HLA-A02:06. The binding affinity (normalized) is 0.162.